From a dataset of Catalyst prediction with 721,799 reactions and 888 catalyst types from USPTO. Predict which catalyst facilitates the given reaction. (1) Reactant: N1C=CC=CC=1.[S:7]([O:14]S(C(F)(F)F)(=O)=O)([C:10]([F:13])([F:12])[F:11])(=[O:9])=[O:8].O[C@H:23]([CH2:34][C:35]1[CH:40]=[CH:39][CH:38]=[C:37]([CH3:41])[CH:36]=1)[C:24]([O:26][CH2:27][C:28]1[CH:33]=[CH:32][CH:31]=[CH:30][CH:29]=1)=[O:25]. Product: [F:11][C:10]([F:13])([F:12])[S:7]([O:14][C@H:23]([CH2:34][C:35]1[CH:40]=[CH:39][CH:38]=[C:37]([CH3:41])[CH:36]=1)[C:24]([O:26][CH2:27][C:28]1[CH:33]=[CH:32][CH:31]=[CH:30][CH:29]=1)=[O:25])(=[O:9])=[O:8]. The catalyst class is: 2. (2) The catalyst class is: 1. Product: [OH:16][C:6]1([C:2]2[S:1][CH:5]=[CH:4][N:3]=2)[CH2:15][CH2:14][C:9](=[O:10])[CH2:8][CH2:7]1. Reactant: [S:1]1[CH:5]=[CH:4][N:3]=[C:2]1[C:6]1([OH:16])[CH2:15][CH2:14][C:9]2(OCC[O:10]2)[CH2:8][CH2:7]1.C([O-])([O-])=O.[Na+].[Na+].